Task: Regression. Given a peptide amino acid sequence and an MHC pseudo amino acid sequence, predict their binding affinity value. This is MHC class II binding data.. Dataset: Peptide-MHC class II binding affinity with 134,281 pairs from IEDB (1) The peptide sequence is RSTTDSGKVIPEWCC. The MHC is DRB3_0301 with pseudo-sequence DRB3_0301. The binding affinity (normalized) is 0. (2) The peptide sequence is YDRFLANVSTVLTGK. The MHC is DRB1_0405 with pseudo-sequence DRB1_0405. The binding affinity (normalized) is 0.695. (3) The peptide sequence is QISGVDLGLPNWGKY. The MHC is DRB1_0701 with pseudo-sequence DRB1_0701. The binding affinity (normalized) is 0.0370. (4) The peptide sequence is FTVQKGSDPKKLVLN. The MHC is HLA-DPA10201-DPB10501 with pseudo-sequence HLA-DPA10201-DPB10501. The binding affinity (normalized) is 0.0387. (5) The peptide sequence is LSEMKEAFHGLDVKF. The MHC is DRB3_0101 with pseudo-sequence DRB3_0101. The binding affinity (normalized) is 0.195. (6) The peptide sequence is CIEYVTLNASQYANC. The MHC is DRB1_1302 with pseudo-sequence DRB1_1302. The binding affinity (normalized) is 0.734.